Dataset: Catalyst prediction with 721,799 reactions and 888 catalyst types from USPTO. Task: Predict which catalyst facilitates the given reaction. (1) Product: [F:1][C:2]1[CH:7]=[C:6]([F:8])[CH:5]=[CH:4][C:3]=1[C:9]1[N:10]2[C:15]([CH:16]=[CH:17][C:18]=1[C:19]([NH2:41])=[O:21])=[C:14]([C:22]1[C:23]([F:29])=[CH:24][CH:25]=[CH:26][C:27]=1[F:28])[C:13](=[O:30])[CH:12]=[CH:11]2. The catalyst class is: 56. Reactant: [F:1][C:2]1[CH:7]=[C:6]([F:8])[CH:5]=[CH:4][C:3]=1[C:9]1[N:10]2[C:15]([CH:16]=[CH:17][C:18]=1[C:19]([OH:21])=O)=[C:14]([C:22]1[C:27]([F:28])=[CH:26][CH:25]=[CH:24][C:23]=1[F:29])[C:13](=[O:30])[CH:12]=[CH:11]2.C(Cl)CCl.C1C=CC2N(O)N=[N:41]C=2C=1.[OH-].[NH4+]. (2) Reactant: [CH2:1]([O:5][CH2:6][C:7]1[CH:12]=[CH:11][CH:10]=[CH:9][CH:8]=1)[CH2:2][CH:3]=[CH2:4].ClC1C=CC=C(C(OO)=[O:21])C=1.O. Product: [CH2:6]([O:5][CH2:1][CH2:2][CH:3]1[CH2:4][O:21]1)[C:7]1[CH:12]=[CH:11][CH:10]=[CH:9][CH:8]=1. The catalyst class is: 11. (3) Reactant: [Br:1][C:2]1[CH:3]=[CH:4][C:5]2[N:9]=[C:8]([CH2:10]Cl)[NH:7][C:6]=2[CH:12]=1.[CH3:13][NH:14][CH3:15]. Product: [Br:1][C:2]1[CH:3]=[CH:4][C:5]2[N:9]=[C:8]([CH2:10][N:14]([CH3:15])[CH3:13])[NH:7][C:6]=2[CH:12]=1. The catalyst class is: 10. (4) Reactant: C(OC([NH:8][C@H:9]([CH2:29][C:30]1[CH:35]=[CH:34][C:33]([Cl:36])=[CH:32][CH:31]=1)[C:10]([N:12]1[CH2:17][CH2:16][N:15]([C:18]2[CH:23]=[CH:22][CH:21]=[CH:20][C:19]=2[C:24]([N:26]([CH3:28])[CH3:27])=[O:25])[CH2:14][CH2:13]1)=[O:11])=O)(C)(C)C.Cl. Product: [ClH:36].[NH2:8][C@H:9]([CH2:29][C:30]1[CH:35]=[CH:34][C:33]([Cl:36])=[CH:32][CH:31]=1)[C:10]([N:12]1[CH2:13][CH2:14][N:15]([C:18]2[CH:23]=[CH:22][CH:21]=[CH:20][C:19]=2[C:24]([N:26]([CH3:28])[CH3:27])=[O:25])[CH2:16][CH2:17]1)=[O:11]. The catalyst class is: 25. (5) Reactant: [Br:1][C:2]1[CH:7]=[CH:6][CH:5]=[CH:4][C:3]=1[NH:8][N:9]=[C:10]([C:15]#[N:16])[C:11]([NH:13][CH3:14])=[O:12].[Cl-:17].[Al+3].[Cl-].[Cl-].Cl. Product: [ClH:17].[NH2:16][C:15]1[C:4]2[C:3](=[C:2]([Br:1])[CH:7]=[CH:6][CH:5]=2)[N:8]=[N:9][C:10]=1[C:11]([NH:13][CH3:14])=[O:12]. The catalyst class is: 11.